The task is: Predict the product of the given reaction.. This data is from Forward reaction prediction with 1.9M reactions from USPTO patents (1976-2016). The product is: [Br:1][C:2]1[CH:9]=[CH:8][C:5]([C:6]#[N:7])=[C:4]([O:20][C:13]2[C:14]([CH3:19])=[CH:15][C:16]([CH3:18])=[CH:17][C:12]=2[CH3:11])[CH:3]=1. Given the reactants [Br:1][C:2]1[CH:9]=[CH:8][C:5]([C:6]#[N:7])=[C:4](F)[CH:3]=1.[CH3:11][C:12]1[CH:17]=[C:16]([CH3:18])[CH:15]=[C:14]([CH3:19])[C:13]=1[OH:20].C(=O)([O-])[O-].[K+].[K+].CS(C)=O, predict the reaction product.